Task: Predict the reaction yield, written as a fraction of the theoretical maximum amount of product (1.0 means a 100% yield; for example, 0.34 means a 34% yield).. Dataset: Reaction yield outcomes from USPTO patents with 853,638 reactions (1) The reactants are [C:1]([O:5][C:6]([N:8]1[CH2:13][CH2:12][CH:11]([NH:14][C:15]2[CH:20]=[CH:19][C:18]([O:21][CH2:22][C:23]3[CH:28]=[CH:27][CH:26]=[CH:25][CH:24]=3)=[CH:17][CH:16]=2)[CH2:10][CH2:9]1)=[O:7])([CH3:4])([CH3:3])[CH3:2].[CH:29](=O)[CH2:30][CH:31]([CH3:33])[CH3:32].[BH-](OC(C)=O)(OC(C)=O)OC(C)=O.[Na+]. The catalyst is C(Cl)Cl. The product is [C:1]([O:5][C:6]([N:8]1[CH2:13][CH2:12][CH:11]([N:14]([C:15]2[CH:16]=[CH:17][C:18]([O:21][CH2:22][C:23]3[CH:28]=[CH:27][CH:26]=[CH:25][CH:24]=3)=[CH:19][CH:20]=2)[CH2:29][CH2:30][CH:31]([CH3:33])[CH3:32])[CH2:10][CH2:9]1)=[O:7])([CH3:4])([CH3:2])[CH3:3]. The yield is 0.850. (2) The reactants are [NH:1]([C:3]1[CH:4]=[C:5]([CH:8]=[CH:9][N:10]=1)[C:6]#[N:7])[NH2:2].CN(C)/[CH:13]=[CH:14]/[C:15]([C:17]1[CH:22]=[CH:21][C:20]([F:23])=[CH:19][CH:18]=1)=O. No catalyst specified. The product is [F:23][C:20]1[CH:21]=[CH:22][C:17]([C:15]2[N:1]([C:3]3[CH:4]=[C:5]([CH:8]=[CH:9][N:10]=3)[C:6]#[N:7])[N:2]=[CH:13][CH:14]=2)=[CH:18][CH:19]=1. The yield is 0.320. (3) The reactants are [C:1]([O:5][C:6]([NH:8][CH:9]([C:13]1[CH:18]=[CH:17][C:16]([Cl:19])=[CH:15][CH:14]=1)[C:10]([OH:12])=O)=[O:7])([CH3:4])([CH3:3])[CH3:2].C[N:21]1CCO[CH2:23][CH2:22]1.ClC(OCC(C)C)=O.C(N)C. The catalyst is O1CCCC1. The product is [Cl:19][C:16]1[CH:17]=[CH:18][C:13]([CH:9]([NH:8][C:6](=[O:7])[O:5][C:1]([CH3:2])([CH3:3])[CH3:4])[C:10]([NH:21][CH2:22][CH3:23])=[O:12])=[CH:14][CH:15]=1. The yield is 0.430. (4) The reactants are [Cl-].O[NH3+:3].[C:4](=[O:7])([O-])[OH:5].[Na+].CS(C)=O.[CH2:13]([C:17]1[N:18]=[C:19]([CH3:42])[N:20]([CH:39]([CH3:41])[CH3:40])[C:21](=[O:38])[C:22]=1[CH2:23][C:24]1[CH:29]=[CH:28][C:27]([C:30]2[C:31]([C:36]#[N:37])=[CH:32][CH:33]=[CH:34][CH:35]=2)=[CH:26][CH:25]=1)[CH2:14][CH2:15][CH3:16]. The catalyst is O.C(OCC)(=O)C. The product is [CH2:13]([C:17]1[N:18]=[C:19]([CH3:42])[N:20]([CH:39]([CH3:41])[CH3:40])[C:21](=[O:38])[C:22]=1[CH2:23][C:24]1[CH:29]=[CH:28][C:27]([C:30]2[CH:35]=[CH:34][CH:33]=[CH:32][C:31]=2[C:36]2[NH:3][C:4](=[O:7])[O:5][N:37]=2)=[CH:26][CH:25]=1)[CH2:14][CH2:15][CH3:16]. The yield is 0.530. (5) The reactants are [NH2:1][C:2]1[CH:3]=[CH:4][C:5]([C:8]#[N:9])=[N:6][CH:7]=1.[CH3:10][CH:11]1[CH2:16][C:15](=[O:17])[O:14][C:13](=[O:18])[CH2:12]1.C1(C)C=CC=CC=1.CS(C)=O. The catalyst is O. The product is [C:8]([C:5]1[N:6]=[CH:7][C:2]([NH:1][C:15]([CH2:16][CH:11]([CH3:10])[CH2:12][C:13]([OH:18])=[O:14])=[O:17])=[CH:3][CH:4]=1)#[N:9]. The yield is 0.482. (6) The reactants are [C:1]([C:5]1[CH:6]=[C:7]2[C:12](=[C:13]([F:15])[CH:14]=1)[C:11](=[O:16])[NH:10][N:9]=[CH:8]2)([CH3:4])([CH3:3])[CH3:2].[Br:17][C:18]1[CH:19]=[N:20][CH:21]=[C:22](Br)[C:23]=1[CH:24]=[O:25].COC1C2C(=C3C(=CC=2)C(OC)=CC=N3)N=CC=1.C([O-])([O-])=O.[Cs+].[Cs+]. The catalyst is [Cu]I.O1CCOCC1. The product is [Br:17][C:18]1[CH:19]=[N:20][CH:21]=[C:22]([N:10]2[N:9]=[CH:8][C:7]3[C:12](=[C:13]([F:15])[CH:14]=[C:5]([C:1]([CH3:4])([CH3:2])[CH3:3])[CH:6]=3)[C:11]2=[O:16])[C:23]=1[CH:24]=[O:25]. The yield is 0.293.